This data is from Catalyst prediction with 721,799 reactions and 888 catalyst types from USPTO. The task is: Predict which catalyst facilitates the given reaction. Reactant: Cl[C:2]1[N:17]=[CH:16][C:15]([F:18])=[CH:14][C:3]=1[C:4]([NH:6][C@H:7]1[CH2:12][CH2:11][C@H:10]([OH:13])[CH2:9][CH2:8]1)=[O:5].[CH3:19][S:20][C:21]1[CH:26]=[CH:25][C:24]([OH:27])=[CH:23][CH:22]=1.C(=O)([O-])[O-].[Cs+].[Cs+]. Product: [F:18][C:15]1[CH:16]=[N:17][C:2]([O:27][C:24]2[CH:25]=[CH:26][C:21]([S:20][CH3:19])=[CH:22][CH:23]=2)=[C:3]([CH:14]=1)[C:4]([NH:6][C@H:7]1[CH2:12][CH2:11][C@H:10]([OH:13])[CH2:9][CH2:8]1)=[O:5]. The catalyst class is: 3.